This data is from Drug-target binding data from BindingDB using Kd measurements. The task is: Regression. Given a target protein amino acid sequence and a drug SMILES string, predict the binding affinity score between them. We predict pKd (pKd = -log10(Kd in M); higher means stronger binding). Dataset: bindingdb_kd. The drug is N[C@@H](CCC(=O)N[C@@H](CSSC[C@H](NC(=O)CC[C@H](N)C(=O)O)C(=O)NCC(=O)O)C(=O)NCC(=O)O)C(=O)O. The target protein sequence is MKLNTKFSLLATTLLVSTVAQAADKTFINCVSRSPTGFSPALVMDGISYNASSQQVYNRLVEFKRGSTDIEPALAESWTVSDDGLTYTFNLRKGVKFHSNKEFTPSRDFNADDVVFSFQRQLDPNHPYHNVSKATYPYFKAMKFPTLLKSVEKVDDHTVKITLNRQDATFLASLGMDFISIYSAEYADKMLAAGKPETIDTTPIGTGPFVFAGYQVDQKSRYLAHKEYWKGKADIDRLIFEIVPDATARYAKLQAGACDLIDFPNAADLEKMKTDPKVNLLSQEGLNIAYIAFNTEKAPFDNVKVRQALNYAVDKNAIIDAVYRGAGVAAKNPLPPTIWGYNNEITGYEYNPKKAKQLLKEAGFENGFETDIWVQPVVRASNPNPRRMAELVQSDWEKVGVKSKLVSYEWGDYIKRTKAGELTAGTYGWSGDNGDPDNFLSPLFGSENVGNSNYARFKNPELDALLHKAVGLSDKAERAKIYEQAQVLLKEQAPWINVAH.... The pKd is 5.7.